Dataset: Reaction yield outcomes from USPTO patents with 853,638 reactions. Task: Predict the reaction yield, written as a fraction of the theoretical maximum amount of product (1.0 means a 100% yield; for example, 0.34 means a 34% yield). (1) The reactants are [F:1][C:2]1[CH:10]=[CH:9][C:5]([C:6](Cl)=[O:7])=[CH:4][CH:3]=1.[CH3:11][CH2:12][OH:13]. No catalyst specified. The product is [F:1][C:2]1[CH:10]=[CH:9][C:5]([C:6]([O:13][CH2:12][CH3:11])=[O:7])=[CH:4][CH:3]=1. The yield is 0.980. (2) The reactants are [Cl-].O[NH3+:3].[C:4](=[O:7])([O-])[OH:5].[Na+].CS(C)=O.[O:13]=[C:14]1[C:19]([CH2:20][C:21]2[CH:26]=[CH:25][C:24]([C:27]3[C:28]([C:33]#[N:34])=[CH:29][CH:30]=[CH:31][CH:32]=3)=[CH:23][CH:22]=2)=[C:18]([CH2:35][CH2:36][CH3:37])[N:17]2[N:38]=[N:39][CH:40]=[C:16]2[N:15]1[CH:41]1[CH2:46][CH2:45][O:44][CH2:43][CH2:42]1. The catalyst is C(OCC)(=O)C. The product is [O:7]=[C:4]1[O:5][N:3]=[C:33]([C:28]2[CH:29]=[CH:30][CH:31]=[CH:32][C:27]=2[C:24]2[CH:23]=[CH:22][C:21]([CH2:20][C:19]3[C:14](=[O:13])[N:15]([CH:41]4[CH2:42][CH2:43][O:44][CH2:45][CH2:46]4)[C:16]4[N:17]([N:38]=[N:39][CH:40]=4)[C:18]=3[CH2:35][CH2:36][CH3:37])=[CH:26][CH:25]=2)[NH:34]1. The yield is 0.640.